From a dataset of Reaction yield outcomes from USPTO patents with 853,638 reactions. Predict the reaction yield, written as a fraction of the theoretical maximum amount of product (1.0 means a 100% yield; for example, 0.34 means a 34% yield). (1) The reactants are [F:1][C:2]([F:16])([O:6][C:7]1[CH:8]=[C:9]([CH:13]=[CH:14][CH:15]=1)[C:10]([OH:12])=O)[CH:3]([F:5])[F:4].C(Cl)(=O)C(Cl)=O.O1CCCC1.[NH2:28][C:29]1[CH:30]=[C:31]([CH:48]=[CH:49][CH:50]=1)[O:32][C:33]1[CH:34]=[CH:35][C:36]2[N:37]([CH:39]=[C:40]([NH:42][C:43]([CH:45]3[CH2:47][CH2:46]3)=[O:44])[N:41]=2)[N:38]=1. The catalyst is CN(C)C=O.CN1CCCC1=O. The product is [CH:45]1([C:43]([NH:42][C:40]2[N:41]=[C:36]3[CH:35]=[CH:34][C:33]([O:32][C:31]4[CH:30]=[C:29]([NH:28][C:10](=[O:12])[C:9]5[CH:13]=[CH:14][CH:15]=[C:7]([O:6][C:2]([F:1])([F:16])[CH:3]([F:4])[F:5])[CH:8]=5)[CH:50]=[CH:49][CH:48]=4)=[N:38][N:37]3[CH:39]=2)=[O:44])[CH2:46][CH2:47]1. The yield is 0.340. (2) The reactants are COC(C1C=C(NS(C2C=CC(C)=CC=2)(=O)=O)C2C(=C(OCC3C=CC=CC=3)C=CC=2)N=1)=O.[CH3:34][O:35][C:36]([C:38]1[CH:47]=[C:46]([N:48]2[CH2:53][CH2:52][N:51]([CH3:54])[CH2:50][CH2:49]2)[C:45]2[C:40](=[C:41]([O:55]CC3C=CC=CC=3)[CH:42]=[CH:43][CH:44]=2)[N:39]=1)=[O:37]. No catalyst specified. The product is [CH3:34][O:35][C:36]([C:38]1[CH:47]=[C:46]([N:48]2[CH2:49][CH2:50][N:51]([CH3:54])[CH2:52][CH2:53]2)[C:45]2[C:40](=[C:41]([OH:55])[CH:42]=[CH:43][CH:44]=2)[N:39]=1)=[O:37]. The yield is 0.810.